From a dataset of Reaction yield outcomes from USPTO patents with 853,638 reactions. Predict the reaction yield, written as a fraction of the theoretical maximum amount of product (1.0 means a 100% yield; for example, 0.34 means a 34% yield). (1) The reactants are [CH2:1]([C:3]1[CH:26]=[CH:25][CH:24]=[C:23]([CH3:27])[C:4]=1[CH2:5][NH:6][C:7]1[C:15]2[NH:14][C:13]([CH2:19][O:20][CH3:21])(C(O)=O)[N:12]([CH3:22])[C:11]=2[CH:10]=[CH:9][CH:8]=1)[CH3:2].[CH3:28][NH:29][CH3:30].O.[O:32]1[CH2:36]CCC1. The catalyst is CN(C)C=O. The product is [CH3:28][N:29]([CH3:30])[C:36]([C:9]1[CH:8]=[C:7]([NH:6][CH2:5][C:4]2[C:23]([CH3:27])=[CH:24][CH:25]=[CH:26][C:3]=2[CH2:1][CH3:2])[C:15]2[N:14]=[C:13]([CH2:19][O:20][CH3:21])[N:12]([CH3:22])[C:11]=2[CH:10]=1)=[O:32]. The yield is 0.910. (2) The reactants are [F:1][C:2]1([F:30])[CH2:7][CH2:6][N:5]([C:8]([C:10]2[NH:11][C:12]3[C:17]([CH:18]=2)=[CH:16][C:15]([C:19]([N:21]2[CH2:26][CH2:25][CH:24]([N:27]([CH3:29])[CH3:28])[CH2:23][CH2:22]2)=[O:20])=[CH:14][CH:13]=3)=[O:9])[CH2:4][CH2:3]1.[C:31]([C:33]1[CH:34]=[C:35](B(O)O)[CH:36]=[CH:37][CH:38]=1)#[N:32].N1C=CC=CC=1. The catalyst is ClCCl.C([O-])(=O)C.[Cu+2].C([O-])(=O)C. The product is [F:30][C:2]1([F:1])[CH2:7][CH2:6][N:5]([C:8]([C:10]2[N:11]([C:37]3[CH:38]=[C:33]([CH:34]=[CH:35][CH:36]=3)[C:31]#[N:32])[C:12]3[C:17]([CH:18]=2)=[CH:16][C:15]([C:19]([N:21]2[CH2:26][CH2:25][CH:24]([N:27]([CH3:28])[CH3:29])[CH2:23][CH2:22]2)=[O:20])=[CH:14][CH:13]=3)=[O:9])[CH2:4][CH2:3]1. The yield is 0.260. (3) The reactants are [C:1]([O:5][C:6]([N:8]([CH3:27])[C@H:9]([CH2:18][O:19][C:20]([O:22][C:23]([CH3:26])([CH3:25])[CH3:24])=[O:21])[CH2:10][C:11]([F:17])([F:16])[C:12](OC)=[O:13])=[O:7])([CH3:4])([CH3:3])[CH3:2].[BH4-].[Li+]. The catalyst is C1COCC1. The product is [C:23]([O:22][C:20]([O:19][CH2:18][C@@H:9]([N:8]([CH3:27])[C:6](=[O:7])[O:5][C:1]([CH3:4])([CH3:3])[CH3:2])[CH2:10][C:11]([F:17])([F:16])[CH2:12][OH:13])=[O:21])([CH3:26])([CH3:25])[CH3:24]. The yield is 0.900. (4) The reactants are [Cl:1][C:2]1[C:3]([N:17]2[CH2:22][CH2:21][CH2:20][C@@H:19]([N:23](C)[C:24](=O)OC(C)(C)C)[CH2:18]2)=[C:4]2[C:10]([NH:11][C:12](=[O:16])[CH:13]([CH3:15])[CH3:14])=[CH:9][NH:8][C:5]2=[N:6][CH:7]=1.C(O)(C(F)(F)F)=O. The catalyst is C(Cl)Cl. The product is [ClH:1].[Cl:1][C:2]1[C:3]([N:17]2[CH2:22][CH2:21][CH2:20][C@@H:19]([NH:23][CH3:24])[CH2:18]2)=[C:4]2[C:10]([NH:11][C:12](=[O:16])[CH:13]([CH3:15])[CH3:14])=[CH:9][NH:8][C:5]2=[N:6][CH:7]=1. The yield is 0.890. (5) The yield is 1.00. The catalyst is ClCCl. The reactants are [CH2:1]([C@H:3]1[C@H:12]([CH2:13][CH3:14])[C@@H:11]([NH:15][C:16](=[O:22])[O:17][C:18]([CH3:21])([CH3:20])[CH3:19])[C:10]2[C:5](=[CH:6][CH:7]=[CH:8][CH:9]=2)[NH:4]1)[CH3:2].CCN(C(C)C)C(C)C.[C:32](Cl)(=[O:34])[CH3:33]. The product is [C:32]([N:4]1[C:5]2[C:10](=[CH:9][CH:8]=[CH:7][CH:6]=2)[C@H:11]([NH:15][C:16](=[O:22])[O:17][C:18]([CH3:20])([CH3:19])[CH3:21])[C@@H:12]([CH2:13][CH3:14])[C@@H:3]1[CH2:1][CH3:2])(=[O:34])[CH3:33]. (6) The reactants are C[O:2][C:3]1[CH:8]=[CH:7][C:6]([CH2:9][CH2:10][CH2:11][CH2:12][NH2:13])=[CH:5][CH:4]=1.[BrH:14]. No catalyst specified. The product is [BrH:14].[OH:2][C:3]1[CH:4]=[CH:5][C:6]([CH2:9][CH2:10][CH2:11][CH2:12][NH2:13])=[CH:7][CH:8]=1. The yield is 0.900.